This data is from NCI-60 drug combinations with 297,098 pairs across 59 cell lines. The task is: Regression. Given two drug SMILES strings and cell line genomic features, predict the synergy score measuring deviation from expected non-interaction effect. (1) Drug 1: C1=C(C(=O)NC(=O)N1)F. Drug 2: C1=CC=C(C=C1)NC(=O)CCCCCCC(=O)NO. Cell line: SF-268. Synergy scores: CSS=34.9, Synergy_ZIP=-1.55, Synergy_Bliss=5.61, Synergy_Loewe=6.78, Synergy_HSA=6.99. (2) Drug 1: CC1=CC=C(C=C1)C2=CC(=NN2C3=CC=C(C=C3)S(=O)(=O)N)C(F)(F)F. Drug 2: CC1=C2C(C(=O)C3(C(CC4C(C3C(C(C2(C)C)(CC1OC(=O)C(C(C5=CC=CC=C5)NC(=O)OC(C)(C)C)O)O)OC(=O)C6=CC=CC=C6)(CO4)OC(=O)C)O)C)O. Cell line: BT-549. Synergy scores: CSS=38.5, Synergy_ZIP=5.92, Synergy_Bliss=8.06, Synergy_Loewe=9.88, Synergy_HSA=9.91. (3) Drug 1: C1=C(C(=O)NC(=O)N1)F. Drug 2: C1=CC=C(C=C1)NC(=O)CCCCCCC(=O)NO. Cell line: HOP-92. Synergy scores: CSS=19.2, Synergy_ZIP=-11.2, Synergy_Bliss=-10.8, Synergy_Loewe=-5.22, Synergy_HSA=-5.00. (4) Drug 1: COC1=NC(=NC2=C1N=CN2C3C(C(C(O3)CO)O)O)N. Drug 2: CS(=O)(=O)CCNCC1=CC=C(O1)C2=CC3=C(C=C2)N=CN=C3NC4=CC(=C(C=C4)OCC5=CC(=CC=C5)F)Cl. Cell line: PC-3. Synergy scores: CSS=-3.81, Synergy_ZIP=2.47, Synergy_Bliss=0.289, Synergy_Loewe=-5.25, Synergy_HSA=-5.17. (5) Drug 1: CC1=C(C=C(C=C1)NC2=NC=CC(=N2)N(C)C3=CC4=NN(C(=C4C=C3)C)C)S(=O)(=O)N.Cl. Drug 2: C1=CC(=CC=C1CCC2=CNC3=C2C(=O)NC(=N3)N)C(=O)NC(CCC(=O)O)C(=O)O. Cell line: TK-10. Synergy scores: CSS=36.1, Synergy_ZIP=5.73, Synergy_Bliss=3.06, Synergy_Loewe=-24.4, Synergy_HSA=2.96. (6) Drug 1: CC12CCC(CC1=CCC3C2CCC4(C3CC=C4C5=CN=CC=C5)C)O. Drug 2: C1CNP(=O)(OC1)N(CCCl)CCCl. Cell line: SK-OV-3. Synergy scores: CSS=2.82, Synergy_ZIP=8.94, Synergy_Bliss=6.56, Synergy_Loewe=1.07, Synergy_HSA=3.20. (7) Drug 1: CN(C)C1=NC(=NC(=N1)N(C)C)N(C)C. Drug 2: CS(=O)(=O)CCNCC1=CC=C(O1)C2=CC3=C(C=C2)N=CN=C3NC4=CC(=C(C=C4)OCC5=CC(=CC=C5)F)Cl. Cell line: NCI-H226. Synergy scores: CSS=-3.48, Synergy_ZIP=1.34, Synergy_Bliss=-1.31, Synergy_Loewe=-5.36, Synergy_HSA=-4.33.